Dataset: Forward reaction prediction with 1.9M reactions from USPTO patents (1976-2016). Task: Predict the product of the given reaction. (1) The product is: [Cl:1][C:2]1[C:3]([C:30]2[CH:35]=[C:34]([Cl:36])[CH:33]=[CH:32][C:31]=2[C:37]#[N:38])=[CH:4][C:5](=[O:29])[N:6]([CH:8]([CH2:25][CH2:26][O:27][CH3:28])[C:9]([NH:11][C:12]2[CH:13]=[CH:14][C:15]([C:16]([OH:18])=[O:17])=[CH:23][CH:24]=2)=[O:10])[CH:7]=1. Given the reactants [Cl:1][C:2]1[C:3]([C:30]2[CH:35]=[C:34]([Cl:36])[CH:33]=[CH:32][C:31]=2[C:37]#[N:38])=[CH:4][C:5](=[O:29])[N:6]([CH:8]([CH2:25][CH2:26][O:27][CH3:28])[C:9]([NH:11][C:12]2[CH:24]=[CH:23][C:15]([C:16]([O:18]C(C)(C)C)=[O:17])=[CH:14][CH:13]=2)=[O:10])[CH:7]=1.C(O)(C(F)(F)F)=O, predict the reaction product. (2) Given the reactants Br[C:2]1[CH:11]=[CH:10][C:5]([C:6]([O:8][CH3:9])=[O:7])=[CH:4][C:3]=1[CH2:12][O:13][CH3:14].[C:15]1([CH3:24])[CH:20]=[CH:19][CH:18]=[CH:17][C:16]=1B(O)O.C([O-])([O-])=O.[K+].[K+], predict the reaction product. The product is: [CH3:14][O:13][CH2:12][C:3]1[CH:4]=[C:5]([C:6]([O:8][CH3:9])=[O:7])[CH:10]=[CH:11][C:2]=1[C:16]1[CH:17]=[CH:18][CH:19]=[CH:20][C:15]=1[CH3:24]. (3) The product is: [CH2:9]=[CH:8][C@@H:7]([OH:6])[CH2:10][CH2:11][CH2:12][CH2:13][CH3:14]. Given the reactants [OH-].[Na+].C([O:6][C@@H:7]([CH2:10][CH2:11][CH2:12][CH2:13][CH3:14])[CH:8]=[CH2:9])(=O)C.[NH4+].[Cl-], predict the reaction product. (4) The product is: [C:12]([O:16][C:17]([N:19]1[CH2:24][CH2:23][N:22]([CH2:10][C:8](=[O:9])[C:5]2[CH:6]=[CH:7][C:2]([CH3:1])=[CH:3][CH:4]=2)[CH2:21][CH2:20]1)=[O:18])([CH3:15])([CH3:13])[CH3:14]. Given the reactants [CH3:1][C:2]1[CH:7]=[CH:6][C:5]([C:8]([CH2:10]Br)=[O:9])=[CH:4][CH:3]=1.[C:12]([O:16][C:17]([N:19]1[CH2:24][CH2:23][NH:22][CH2:21][CH2:20]1)=[O:18])([CH3:15])([CH3:14])[CH3:13].C(N(CC)CC)C, predict the reaction product. (5) Given the reactants [CH:1]1([NH:6][C:7]2[C:12]([C:13]([OH:15])=O)=[CH:11][N:10]=[C:9]3[N:16]([CH2:19][CH3:20])[N:17]=[CH:18][C:8]=23)[CH2:5][CH2:4][CH2:3][CH2:2]1.CN(C(O[N:29]1[N:37]=NC2C=CC=C[C:30]1=2)=[N+](C)C)C.F[P-](F)(F)(F)(F)F.CCN(C(C)C)C(C)C.C1C=CC2N(O)N=NC=2C=1.CNN, predict the reaction product. The product is: [CH:1]1([NH:6][C:7]2[C:12]([C:13]([N:29]([CH3:30])[NH2:37])=[O:15])=[CH:11][N:10]=[C:9]3[N:16]([CH2:19][CH3:20])[N:17]=[CH:18][C:8]=23)[CH2:2][CH2:3][CH2:4][CH2:5]1. (6) Given the reactants [NH:1]1[C:9]2[C:4](=[CH:5][C:6]([C:10]([OH:12])=[O:11])=[CH:7][CH:8]=2)[CH:3]=[N:2]1.OS(O)(=O)=O.[CH3:18]O, predict the reaction product. The product is: [NH:1]1[C:9]2[C:4](=[CH:5][C:6]([C:10]([O:12][CH3:18])=[O:11])=[CH:7][CH:8]=2)[CH:3]=[N:2]1. (7) Given the reactants C(N(CC)C(C)C)(C)C.[CH3:10][CH:11]1[NH:16][CH2:15][CH2:14][NH:13][C:12]1=[O:17].CCN=C=NCCCN(C)C.C1C=CC2N(O)N=NC=2C=1.[CH2:39]([C:41]1[C:57]([F:58])=[CH:56][C:44]([O:45][C:46]2[CH:54]=[CH:53][C:49]([C:50](O)=[O:51])=[CH:48][C:47]=2[F:55])=[C:43]([O:59]C)[CH:42]=1)[CH3:40], predict the reaction product. The product is: [CH2:39]([C:41]1[C:57]([F:58])=[CH:56][C:44]([O:45][C:46]2[CH:54]=[CH:53][C:49]([C:50]([N:16]3[CH2:15][CH2:14][NH:13][C:12](=[O:17])[CH:11]3[CH3:10])=[O:51])=[CH:48][C:47]=2[F:55])=[C:43]([OH:59])[CH:42]=1)[CH3:40]. (8) Given the reactants [CH3:1][C:2]1[NH:3][C:4](=[O:13])[CH:5]=[CH:6][C:7]=1[C:8]([O:10][CH2:11][CH3:12])=[O:9].C1C(=O)N([Cl:21])C(=O)C1, predict the reaction product. The product is: [Cl:21][C:5]1[C:4](=[O:13])[NH:3][C:2]([CH3:1])=[C:7]([C:8]([O:10][CH2:11][CH3:12])=[O:9])[CH:6]=1. (9) Given the reactants Cl[C:2]1[C:3]2[N:4]([C:8]([C@@H:11]3[CH2:16][CH2:15][CH2:14][CH2:13][N:12]3[C:17]([O:19][CH2:20][C:21]3[CH:26]=[CH:25][CH:24]=[CH:23][CH:22]=3)=[O:18])=[N:9][CH:10]=2)[CH:5]=[CH:6][N:7]=1.[C:27](=O)([O-])[O-].[K+].[K+], predict the reaction product. The product is: [CH3:27][C:2]1[C:3]2[N:4]([C:8]([C@@H:11]3[CH2:16][CH2:15][CH2:14][CH2:13][N:12]3[C:17]([O:19][CH2:20][C:21]3[CH:26]=[CH:25][CH:24]=[CH:23][CH:22]=3)=[O:18])=[N:9][CH:10]=2)[CH:5]=[CH:6][N:7]=1. (10) Given the reactants [CH3:1][C:2]1([CH3:26])[C:6]([C:7]2[CH:8]=[C:9]([CH:14]=[CH:15][C:16]=2[C:17]2[C:22]([F:23])=[CH:21][N:20]=[C:19]([O:24][CH3:25])[CH:18]=2)[C:10](OC)=[O:11])=[CH:5][CH2:4][CH2:3]1.[H-].[H-].[H-].[H-].[Li+].[Al+3], predict the reaction product. The product is: [CH3:1][C:2]1([CH3:26])[C:6]([C:7]2[CH:8]=[C:9]([CH2:10][OH:11])[CH:14]=[CH:15][C:16]=2[C:17]2[C:22]([F:23])=[CH:21][N:20]=[C:19]([O:24][CH3:25])[CH:18]=2)=[CH:5][CH2:4][CH2:3]1.